Predict the product of the given reaction. From a dataset of Forward reaction prediction with 1.9M reactions from USPTO patents (1976-2016). (1) The product is: [Cl:22][C:2]1[CH:3]=[C:4]([C:12]2[S:16][C:15]([NH:17][C:18](=[O:20])[CH3:19])=[N:14][C:13]=2[CH3:21])[CH:5]=[CH:6][C:7]=1[S:8]([CH3:11])(=[O:10])=[O:9]. Given the reactants F[C:2]1[CH:3]=[C:4]([C:12]2[S:16][C:15]([NH:17][C:18](=[O:20])[CH3:19])=[N:14][C:13]=2[CH3:21])[CH:5]=[CH:6][C:7]=1[S:8]([CH3:11])(=[O:10])=[O:9].[Cl:22]C1C=C(C=CC=1Cl)C=O, predict the reaction product. (2) Given the reactants [NH2:1][C:2]1[N:7]=[C:6]([C:8]([OH:10])=O)[CH:5]=[CH:4][CH:3]=1.C(Cl)CCl.C1C=CC2N(O)N=NC=2C=1.CCN(C(C)C)C(C)C.Cl.[NH2:35][C@H:36]([CH:55]([CH3:57])[CH3:56])[C:37]([N:39]1[CH2:44][CH2:43][C@@:42]([C:46]2[CH:51]=[CH:50][C:49]([Cl:52])=[CH:48][CH:47]=2)([OH:45])[C:41]([CH3:54])([CH3:53])[CH2:40]1)=[O:38], predict the reaction product. The product is: [NH2:1][C:2]1[N:7]=[C:6]([C:8]([NH:35][C@H:36]([CH:55]([CH3:57])[CH3:56])[C:37]([N:39]2[CH2:44][CH2:43][C@@:42]([C:46]3[CH:47]=[CH:48][C:49]([Cl:52])=[CH:50][CH:51]=3)([OH:45])[C:41]([CH3:53])([CH3:54])[CH2:40]2)=[O:38])=[O:10])[CH:5]=[CH:4][CH:3]=1. (3) Given the reactants [F:1][C:2]1[CH:3]=[C:4]([CH:7]=[CH:8][C:9]=1F)[CH:5]=[O:6].[F:11][C:12]1[CH:13]=[C:14]([OH:20])[CH:15]=[C:16]([F:19])[C:17]=1[F:18], predict the reaction product. The product is: [F:1][C:2]1[CH:3]=[C:4]([CH:7]=[CH:8][C:9]=1[O:20][C:14]1[CH:13]=[C:12]([F:11])[C:17]([F:18])=[C:16]([F:19])[CH:15]=1)[CH:5]=[O:6]. (4) Given the reactants F[C:2]1[C:7](F)=[CH:6][C:5]([C:9]2[CH:14]=[CH:13][N:12]=[CH:11][C:10]=2[N:15]([CH2:32]CS(C)(=O)=O)C(=O)C2C=C(C(F)(F)F)N=C(C(F)(F)F)C=2)=[C:4](OC)[CH:3]=1.CC1(C)C(C)(C)OB(C2C=CC=CC=2[CH2:54][C:55]#[N:56])O1, predict the reaction product. The product is: [CH3:32][NH:15][C:10]1[CH:11]=[N:12][CH:13]=[CH:14][C:9]=1[C:5]1[CH:6]=[CH:7][CH:2]=[CH:3][C:4]=1[CH2:54][C:55]#[N:56].